This data is from NCI-60 drug combinations with 297,098 pairs across 59 cell lines. The task is: Regression. Given two drug SMILES strings and cell line genomic features, predict the synergy score measuring deviation from expected non-interaction effect. (1) Drug 1: C(CC(=O)O)C(=O)CN.Cl. Drug 2: C1CC(=O)NC(=O)C1N2C(=O)C3=CC=CC=C3C2=O. Cell line: DU-145. Synergy scores: CSS=30.0, Synergy_ZIP=-0.772, Synergy_Bliss=0.850, Synergy_Loewe=-0.264, Synergy_HSA=1.43. (2) Drug 1: C1=CC(=C2C(=C1NCCNCCO)C(=O)C3=C(C=CC(=C3C2=O)O)O)NCCNCCO. Drug 2: COC1=C2C(=CC3=C1OC=C3)C=CC(=O)O2. Cell line: COLO 205. Synergy scores: CSS=59.4, Synergy_ZIP=10.9, Synergy_Bliss=7.96, Synergy_Loewe=-17.9, Synergy_HSA=8.62. (3) Drug 1: CC12CCC3C(C1CCC2O)C(CC4=C3C=CC(=C4)O)CCCCCCCCCS(=O)CCCC(C(F)(F)F)(F)F. Drug 2: C1=NC2=C(N1)C(=S)N=CN2. Cell line: UACC-257. Synergy scores: CSS=13.5, Synergy_ZIP=-6.36, Synergy_Bliss=-0.341, Synergy_Loewe=-19.9, Synergy_HSA=-2.86. (4) Drug 1: CC1CCC2CC(C(=CC=CC=CC(CC(C(=O)C(C(C(=CC(C(=O)CC(OC(=O)C3CCCCN3C(=O)C(=O)C1(O2)O)C(C)CC4CCC(C(C4)OC)OCCO)C)C)O)OC)C)C)C)OC. Drug 2: C1CN(CCN1C(=O)CCBr)C(=O)CCBr. Cell line: BT-549. Synergy scores: CSS=29.0, Synergy_ZIP=-10.4, Synergy_Bliss=-6.84, Synergy_Loewe=-1.92, Synergy_HSA=-0.645. (5) Drug 1: C(=O)(N)NO. Drug 2: C1=NC2=C(N=C(N=C2N1C3C(C(C(O3)CO)O)F)Cl)N. Cell line: A498. Synergy scores: CSS=3.93, Synergy_ZIP=-1.73, Synergy_Bliss=-1.31, Synergy_Loewe=0.695, Synergy_HSA=-0.355. (6) Drug 1: C1=CC(=CC=C1CCCC(=O)O)N(CCCl)CCCl. Drug 2: C1=CN(C=N1)CC(O)(P(=O)(O)O)P(=O)(O)O. Cell line: MDA-MB-435. Synergy scores: CSS=-2.43, Synergy_ZIP=-0.705, Synergy_Bliss=-2.95, Synergy_Loewe=-6.12, Synergy_HSA=-5.46. (7) Drug 1: C1CC(=O)NC(=O)C1N2CC3=C(C2=O)C=CC=C3N. Drug 2: COC1=C2C(=CC3=C1OC=C3)C=CC(=O)O2. Cell line: NCIH23. Synergy scores: CSS=2.01, Synergy_ZIP=-1.20, Synergy_Bliss=-3.37, Synergy_Loewe=-2.47, Synergy_HSA=-3.31. (8) Drug 1: CCC1=C2CN3C(=CC4=C(C3=O)COC(=O)C4(CC)O)C2=NC5=C1C=C(C=C5)O. Drug 2: CS(=O)(=O)OCCCCOS(=O)(=O)C. Cell line: UACC-257. Synergy scores: CSS=13.0, Synergy_ZIP=-4.50, Synergy_Bliss=-2.19, Synergy_Loewe=-59.0, Synergy_HSA=-1.84.